The task is: Predict which catalyst facilitates the given reaction.. This data is from Catalyst prediction with 721,799 reactions and 888 catalyst types from USPTO. The catalyst class is: 24. Reactant: [F:1][C:2]([F:23])([F:22])[C:3]1[CH:4]=[C:5]([S:9]([CH:12]2[CH2:21][CH2:20][C:15]3(OCC[O:16]3)[CH2:14][CH2:13]2)(=[O:11])=[O:10])[CH:6]=[CH:7][CH:8]=1.Cl. Product: [F:23][C:2]([F:1])([F:22])[C:3]1[CH:4]=[C:5]([S:9]([CH:12]2[CH2:13][CH2:14][C:15](=[O:16])[CH2:20][CH2:21]2)(=[O:11])=[O:10])[CH:6]=[CH:7][CH:8]=1.